Dataset: Catalyst prediction with 721,799 reactions and 888 catalyst types from USPTO. Task: Predict which catalyst facilitates the given reaction. (1) Reactant: [CH3:1][C:2]1[CH:7]=[CH:6][C:5]([O:8][CH2:9][CH:10]=[CH2:11])=[CH:4][C:3]=1[N+:12]([O-])=O.O.C(O)(=O)C. Product: [CH3:1][C:2]1[CH:7]=[CH:6][C:5]([O:8][CH2:9][CH:10]=[CH2:11])=[CH:4][C:3]=1[NH2:12]. The catalyst class is: 186. (2) Reactant: [CH3:1][O:2][C:3]1[CH:4]=[C:5]2[C:10](=[CH:11][CH:12]=1)[C:9](=[O:13])[CH2:8][CH2:7][CH2:6]2.BrC1C=CC([CH2:21][S:22](CC2C=CC(Br)=CC=2)(=[O:24])=[O:23])=CC=1.[CH:33]1[CH:38]=[CH:37][C:36](P([C:33]2[C:38](O[C:33]3[C:38](P([C:33]4[CH:38]=[CH:37][CH:36]=[CH:35][CH:34]=4)[C:33]4[CH:38]=[CH:37][CH:36]=[CH:35][CH:34]=4)=[CH:37][CH:36]=[CH:35][CH:34]=3)=[CH:37][CH:36]=[CH:35][CH:34]=2)[C:33]2[CH:38]=[CH:37][CH:36]=[CH:35][CH:34]=2)=[CH:35][CH:34]=1.CC(C)([O-])C.[Na+]. Product: [CH3:21][S:22]([C:36]1[CH:37]=[CH:38][C:33]([CH:8]2[CH2:7][CH2:6][C:5]3[C:10](=[CH:11][CH:12]=[C:3]([O:2][CH3:1])[CH:4]=3)[C:9]2=[O:13])=[CH:34][CH:35]=1)(=[O:24])=[O:23]. The catalyst class is: 718. (3) Reactant: [CH2:1]([O:6][C:7]1[CH:18]=[CH:17][C:10]([C:11](N(C)OC)=[O:12])=[CH:9][CH:8]=1)[CH2:2][CH2:3][CH2:4][CH3:5].[CH:19]([Mg]Br)=[CH2:20].Cl. Product: [CH2:1]([O:6][C:7]1[CH:8]=[CH:9][C:10]([C:11]([CH:19]=[CH2:20])=[O:12])=[CH:17][CH:18]=1)[CH2:2][CH2:3][CH2:4][CH3:5]. The catalyst class is: 7. (4) Reactant: [C:1](Cl)(=O)[C:2]([Cl:4])=[O:3].[CH3:7][O:8][C:9]1[CH:17]=[CH:16][CH:15]=[C:14]([C:18]([F:21])([F:20])[F:19])C=1C(O)=O.CN(C)C=O. Product: [CH3:7][O:8][C:9]1[CH:17]=[CH:16][CH:15]=[C:14]([C:18]([F:19])([F:21])[F:20])[C:1]=1[C:2]([Cl:4])=[O:3]. The catalyst class is: 4. (5) Reactant: [CH:1]#[C:2][CH2:3][CH2:4][CH3:5].C([Li])CCC.[CH2:11]([N:18]1[CH2:23][CH2:22][C:21](=[O:24])[CH2:20][CH2:19]1)[C:12]1[CH:17]=[CH:16][CH:15]=[CH:14][CH:13]=1. Product: [CH2:11]([N:18]1[CH2:23][CH2:22][C:21]([C:1]#[C:2][CH2:3][CH2:4][CH3:5])([OH:24])[CH2:20][CH2:19]1)[C:12]1[CH:13]=[CH:14][CH:15]=[CH:16][CH:17]=1. The catalyst class is: 1. (6) Reactant: [OH-].[K+].[Br:3][C:4]1[CH:16]=[C:15]([C:17]([CH3:20])([CH3:19])[CH3:18])[CH:14]=[CH:13][C:5]=1[CH2:6][CH:7]([CH2:11][CH3:12])[C:8](O)=[O:9].S(Cl)([Cl:23])=O. Product: [Br:3][C:4]1[CH:16]=[C:15]([C:17]([CH3:20])([CH3:19])[CH3:18])[CH:14]=[CH:13][C:5]=1[CH2:6][CH:7]([CH2:11][CH3:12])[C:8]([Cl:23])=[O:9]. The catalyst class is: 6. (7) Reactant: Cl[C:2]1[N:7]=[C:6]([NH:8][CH2:9][C:10]2[CH:15]=[CH:14][C:13]([O:16][CH3:17])=[C:12]([Cl:18])[CH:11]=2)[C:5]([C:19]([O:21][CH2:22][CH3:23])=[O:20])=[CH:4][N:3]=1.[N:24]1[CH:25]=[CH:26][N:27]2[CH2:32][CH2:31][NH:30][CH2:29][C:28]=12.C(N(CC)CC)C.C(Cl)(Cl)Cl. Product: [N:24]1[CH:25]=[CH:26][N:27]2[CH2:32][CH2:31][N:30]([C:2]3[N:7]=[C:6]([NH:8][CH2:9][C:10]4[CH:15]=[CH:14][C:13]([O:16][CH3:17])=[C:12]([Cl:18])[CH:11]=4)[C:5]([C:19]([O:21][CH2:22][CH3:23])=[O:20])=[CH:4][N:3]=3)[CH2:29][C:28]=12. The catalyst class is: 13. (8) Reactant: [Br-].[CH3:2][O:3][C:4]1[CH:13]=[C:12]2[C:7]([CH:8]=[CH:9][C:10](=[O:14])[O:11]2)=[CH:6][CH:5]=1.[C:15]([C:18]1[CH:23]=[CH:22][C:21](B(O)O)=[CH:20][CH:19]=1)(=[O:17])[CH3:16].C([O-])([O-])=O.[Na+].[Na+]. Product: [C:15]([C:18]1[CH:23]=[CH:22][C:21]([C:9]2[C:10](=[O:14])[O:11][C:12]3[C:7]([CH:8]=2)=[CH:6][CH:5]=[C:4]([O:3][CH3:2])[CH:13]=3)=[CH:20][CH:19]=1)(=[O:17])[CH3:16]. The catalyst class is: 136. (9) Reactant: [OH:1][C:2]([C@@H:5]1[CH2:10][C@H:9]([N:11]([CH:13]([CH3:15])[CH3:14])[CH3:12])[CH2:8][CH2:7][C@@H:6]1[N:16]1[CH2:20][CH2:19][C@H:18]([NH:21]C(=O)OCC2C=CC=CC=2)[C:17]1=[O:32])([CH3:4])[CH3:3]. Product: [NH2:21][C@H:18]1[CH2:19][CH2:20][N:16]([C@H:6]2[CH2:7][CH2:8][C@@H:9]([N:11]([CH:13]([CH3:15])[CH3:14])[CH3:12])[CH2:10][C@H:5]2[C:2]([OH:1])([CH3:4])[CH3:3])[C:17]1=[O:32]. The catalyst class is: 19. (10) Reactant: [N:1]1([OH:6])[CH:5]=[CH:4][CH:3]=[N:2]1.CCN(C(C)C)C(C)C.[CH:16]1[CH:21]=[CH:20][C:19]([CH2:22]Br)=[CH:18][CH:17]=1. Product: [CH2:22]([O:6][N:1]1[CH:5]=[CH:4][CH:3]=[N:2]1)[C:19]1[CH:20]=[CH:21][CH:16]=[CH:17][CH:18]=1. The catalyst class is: 2.